This data is from Catalyst prediction with 721,799 reactions and 888 catalyst types from USPTO. The task is: Predict which catalyst facilitates the given reaction. (1) Reactant: OC(C(F)(F)F)=O.[N:8]1([CH2:14][C:15]2[N:16]=[N:17][C:18]3[C:19](=[C:21]([NH2:26])[N:22]=[C:23]([NH2:25])[N:24]=3)[N:20]=2)[CH2:13][CH2:12][NH:11][CH2:10][CH2:9]1.[F:27][C:28]([F:38])([F:37])[C:29]1[CH:30]=[C:31]([CH:34]=[CH:35][CH:36]=1)[CH2:32]Br.C(=O)([O-])[O-].[K+].[K+].CC#N.O. Product: [F:27][C:28]([F:37])([F:38])[C:29]1[CH:30]=[C:31]([CH:34]=[CH:35][CH:36]=1)[CH2:32][N:11]1[CH2:12][CH2:13][N:8]([CH2:14][C:15]2[N:16]=[N:17][C:18]3[C:19](=[C:21]([NH2:26])[N:22]=[C:23]([NH2:25])[N:24]=3)[N:20]=2)[CH2:9][CH2:10]1. The catalyst class is: 3. (2) The catalyst class is: 10. Reactant: [Cl:1][C:2]1[S:6][C:5]([C:7]([O:9][CH3:10])=[O:8])=[CH:4][C:3]=1[C:11]1[N:15]([CH3:16])[N:14]=[CH:13][CH:12]=1.O.[B-](F)(F)(F)[F:19].[B-](F)(F)(F)F.C1[N+]2(CCl)CC[N+](F)(CC2)C1. Product: [Cl:1][C:2]1[S:6][C:5]([C:7]([O:9][CH3:10])=[O:8])=[CH:4][C:3]=1[C:11]1[N:15]([CH3:16])[N:14]=[CH:13][C:12]=1[F:19]. (3) Reactant: [CH2:1]([O:8][CH:9]([C:13]1[CH:18]=[C:17]([Cl:19])[CH:16]=[CH:15][C:14]=1[CH:20]([OH:23])[CH:21]=[CH2:22])[CH2:10][CH:11]=[CH2:12])[C:2]1[CH:7]=[CH:6][CH:5]=[CH:4][CH:3]=1. Product: [CH2:1]([O:8][CH:9]([C:13]1[CH:18]=[C:17]([Cl:19])[CH:16]=[CH:15][C:14]=1[C:20](=[O:23])[CH:21]=[CH2:22])[CH2:10][CH:11]=[CH2:12])[C:2]1[CH:7]=[CH:6][CH:5]=[CH:4][CH:3]=1. The catalyst class is: 177. (4) Reactant: C([O:3][C:4]([C:6]1[O:10][N:9]=[C:8]([C:11]2[CH:16]=[CH:15][C:14]([S:17]([CH3:20])(=[O:19])=[O:18])=[CH:13][CH:12]=2)[C:7]=1[NH2:21])=O)C.[NH4+:22].[OH-]. Product: [NH2:21][C:7]1[C:8]([C:11]2[CH:16]=[CH:15][C:14]([S:17]([CH3:20])(=[O:19])=[O:18])=[CH:13][CH:12]=2)=[N:9][O:10][C:6]=1[C:4]([NH2:22])=[O:3]. The catalyst class is: 92.